This data is from Full USPTO retrosynthesis dataset with 1.9M reactions from patents (1976-2016). The task is: Predict the reactants needed to synthesize the given product. (1) Given the product [F:1][C:2]([F:7])([F:6])[C:3]([OH:5])=[O:4].[F:8][C:9]([F:14])([F:13])[C:10]([OH:12])=[O:11].[Cl:22][C:23]1[CH:24]=[N:25][C:26]2[NH:27][C:28]3[CH:29]=[N:30][CH:31]=[C:32]([CH:53]=3)[CH2:33][CH2:34][C:35]3[CH:43]=[C:39]([NH:40][C:41]=1[N:42]=2)[CH:38]=[CH:37][C:36]=3[O:44][CH2:45][CH2:46][CH:47]1[CH2:48][CH2:49][N:50]([C:55]([NH:54][C:57]2[S:58][CH:59]=[CH:60][CH:61]=2)=[O:56])[CH2:51][CH2:52]1, predict the reactants needed to synthesize it. The reactants are: [F:1][C:2]([F:7])([F:6])[C:3]([OH:5])=[O:4].[F:8][C:9]([F:14])([F:13])[C:10]([OH:12])=[O:11].FC(F)(F)C(O)=O.[Cl:22][C:23]1[CH:24]=[N:25][C:26]2[NH:27][C:28]3[CH:29]=[N:30][CH:31]=[C:32]([CH:53]=3)[CH2:33][CH2:34][C:35]3[CH:43]=[C:39]([NH:40][C:41]=1[N:42]=2)[CH:38]=[CH:37][C:36]=3[O:44][CH2:45][CH2:46][CH:47]1[CH2:52][CH2:51][NH:50][CH2:49][CH2:48]1.[N:54]([C:57]1[S:58][CH:59]=[CH:60][CH:61]=1)=[C:55]=[O:56]. (2) Given the product [OH:34][CH2:33][C:28]1[CH:29]=[CH:30][CH:31]=[C:32]2[C:27]=1[C:26]([CH2:3][C@@H:2]([C:5]([OH:7])=[O:6])[NH2:1])=[CH:25][NH:24]2, predict the reactants needed to synthesize it. The reactants are: [NH2:1][C@H:2]([C:5]([OH:7])=[O:6])[CH2:3]O.CC1N=CC(COP(O)(O)=O)=C(C=O)C=1O.[NH:24]1[C:32]2[CH:31]=[CH:30][CH:29]=[C:28]([CH2:33][OH:34])[C:27]=2[CH:26]=[CH:25]1.N1C2C(=CC=CC=2)C=C1. (3) The reactants are: Br[C:2]1[CH:23]=[CH:22][C:5]2[O:6][CH2:7][CH2:8][N:9]([C:10]3[S:11][C:12]4[C:13](=[O:21])[NH:14][C:15]([CH3:20])([CH3:19])[CH2:16][C:17]=4[N:18]=3)[C:4]=2[CH:3]=1.[CH2:24]([O:26][CH:27]([N:29]1[CH:33]=[C:32](B2OC(C)(C)C(C)(C)O2)[CH:31]=[N:30]1)[CH3:28])[CH3:25].C([O-])([O-])=O.[Na+].[Na+].CO.C(Cl)Cl. Given the product [CH2:24]([O:26][CH:27]([N:29]1[CH:33]=[C:32]([C:2]2[CH:23]=[CH:22][C:5]3[O:6][CH2:7][CH2:8][N:9]([C:10]4[S:11][C:12]5[C:13](=[O:21])[NH:14][C:15]([CH3:20])([CH3:19])[CH2:16][C:17]=5[N:18]=4)[C:4]=3[CH:3]=2)[CH:31]=[N:30]1)[CH3:28])[CH3:25], predict the reactants needed to synthesize it. (4) Given the product [CH:31]([C:33]1[O:1][N:2]=[C:3]([N:5]2[CH2:6][CH2:7][CH:8]([CH:11]3[O:29][C:14]4=[CH:15][N:16]=[C:17]([C:19]5[CH:24]=[CH:23][C:22]([S:25]([CH3:28])(=[O:27])=[O:26])=[CH:21][CH:20]=5)[CH:18]=[C:13]4[CH2:12]3)[CH2:9][CH2:10]2)[N:4]=1)([CH3:32])[CH3:30], predict the reactants needed to synthesize it. The reactants are: [OH:1][NH:2][C:3]([N:5]1[CH2:10][CH2:9][CH:8]([CH:11]2[O:29][C:14]3=[CH:15][N:16]=[C:17]([C:19]4[CH:24]=[CH:23][C:22]([S:25]([CH3:28])(=[O:27])=[O:26])=[CH:21][CH:20]=4)[CH:18]=[C:13]3[CH2:12]2)[CH2:7][CH2:6]1)=[NH:4].[C:30](Cl)(=O)[CH:31]([CH3:33])[CH3:32].C(N(CC)CC)C. (5) The reactants are: I[C:2]1[N:3]=[CH:4][N:5](C(C2C=CC=CC=2)(C2C=CC=CC=2)C2C=CC=CC=2)[C:6]=1[CH3:7].C([Mg]Br)C.Br[C:32]1[CH:33]=[N:34][CH:35]=[CH:36][CH:37]=1. Given the product [CH3:7][C:6]1[NH:5][CH:4]=[N:3][C:2]=1[C:32]1[CH:33]=[N:34][CH:35]=[CH:36][CH:37]=1, predict the reactants needed to synthesize it. (6) Given the product [CH2:15]([O:14][C:13]([NH:3][C:4]1[CH:12]=[CH:11][C:7]([C:8]([OH:10])=[O:9])=[CH:6][CH:5]=1)=[O:22])[C:16]1[CH:21]=[CH:20][CH:19]=[CH:18][CH:17]=1, predict the reactants needed to synthesize it. The reactants are: [OH-].[Na+].[NH2:3][C:4]1[CH:12]=[CH:11][C:7]([C:8]([OH:10])=[O:9])=[CH:6][CH:5]=1.[C:13](Cl)(=[O:22])[O:14][CH2:15][C:16]1[CH:21]=[CH:20][CH:19]=[CH:18][CH:17]=1. (7) Given the product [OH:1][B:2]1[C:6]2[CH:7]=[C:8]([O:15][C:16]3[CH:21]=[N:20][CH:19]=[CH:18][N:17]=3)[CH:9]=[C:10]([O:11][CH:12]([CH3:13])[CH3:14])[C:5]=2[CH:4]([CH2:22][C:23]([OH:25])=[O:24])[O:3]1, predict the reactants needed to synthesize it. The reactants are: [OH:1][B:2]1[C:6]2[CH:7]=[C:8]([O:15][C:16]3[CH:21]=[N:20][CH:19]=[CH:18][N:17]=3)[CH:9]=[C:10]([O:11][CH:12]([CH3:14])[CH3:13])[C:5]=2[CH:4]([CH2:22][C:23]([O:25]CC)=[O:24])[O:3]1.[OH-].[Li+].Cl. (8) The reactants are: C[Si](Cl)(C)C.[CH2:6]1[C:11]2([CH2:16][C:15](=[O:17])[CH2:14][C:13](=[O:18])[CH2:12]2)[CH2:10][CH2:9][O:8][CH2:7]1.[CH:19]([C:21]1[CH:28]=[CH:27][C:24]([C:25]#[N:26])=[CH:23][CH:22]=1)=O.[F:29][C:30]([F:42])([F:41])[C:31]1[CH:32]=[C:33]([NH:37][C:38]([NH2:40])=[O:39])[CH:34]=[CH:35][CH:36]=1. Given the product [C:25]([C:24]1[CH:27]=[CH:28][C:21]([CH:19]([C:14]2[C:15](=[O:17])[CH2:16][C:11]3([CH2:10][CH2:9][O:8][CH2:7][CH2:6]3)[CH2:12][C:13]=2[OH:18])[NH:40][C:38]([NH:37][C:33]2[CH:34]=[CH:35][CH:36]=[C:31]([C:30]([F:41])([F:42])[F:29])[CH:32]=2)=[O:39])=[CH:22][CH:23]=1)#[N:26], predict the reactants needed to synthesize it. (9) Given the product [CH2:1]([O:8][C:9]1[CH:10]=[C:11]([C@@H:15]([NH:25][C:26]([O:27][C:28]([CH3:29])([CH3:30])[CH3:31])=[O:32])[CH:34]([C:35]([O:37][CH3:38])=[O:36])[C:33]([O:40][C:41]([CH3:44])([CH3:42])[CH3:43])=[O:39])[CH:12]=[CH:13][CH:14]=1)[C:2]1[CH:3]=[CH:4][CH:5]=[CH:6][CH:7]=1, predict the reactants needed to synthesize it. The reactants are: [CH2:1]([O:8][C:9]1[CH:10]=[C:11]([CH:15]([NH:25][C:26](=[O:32])[O:27][C:28]([CH3:31])([CH3:30])[CH3:29])S(C2C=CC=CC=2)(=O)=O)[CH:12]=[CH:13][CH:14]=1)[C:2]1[CH:7]=[CH:6][CH:5]=[CH:4][CH:3]=1.[C:33]([O:40][C:41]([CH3:44])([CH3:43])[CH3:42])(=[O:39])[CH2:34][C:35]([O:37][CH3:38])=[O:36].C(=O)([O-])[O-].[Cs+].[Cs+].FC(F)(F)C1C=C(NC(N[C@@H]2CCCC[C@H]2N(C)C)=S)C=C(C(F)(F)F)C=1.